Dataset: Forward reaction prediction with 1.9M reactions from USPTO patents (1976-2016). Task: Predict the product of the given reaction. Given the reactants OO.S(=O)(=O)(O)O.N[CH2:9][CH2:10][CH2:11][CH2:12][CH2:13][CH2:14][CH2:15][CH2:16][CH2:17][CH2:18][CH2:19][CH2:20][CH2:21][CH2:22][CH2:23][CH2:24][CH2:25][CH2:26][Si](Cl)(Cl)Cl.CCCCCCCCCCCCCCCC, predict the reaction product. The product is: [CH3:26][CH2:25][CH2:24][CH2:23][CH2:22][CH2:21][CH2:20][CH2:19][CH2:18][CH2:17][CH2:16][CH2:15][CH2:14][CH2:13][CH2:12][CH2:11][CH2:10][CH3:9].